From a dataset of Merck oncology drug combination screen with 23,052 pairs across 39 cell lines. Regression. Given two drug SMILES strings and cell line genomic features, predict the synergy score measuring deviation from expected non-interaction effect. (1) Drug 1: CCN(CC)CCNC(=O)c1c(C)[nH]c(C=C2C(=O)Nc3ccc(F)cc32)c1C. Drug 2: CC(C)CC(NC(=O)C(Cc1ccccc1)NC(=O)c1cnccn1)B(O)O. Cell line: HCT116. Synergy scores: synergy=-4.26. (2) Drug 1: CC(C)CC(NC(=O)C(Cc1ccccc1)NC(=O)c1cnccn1)B(O)O. Drug 2: NC1CCCCC1N.O=C(O)C(=O)O.[Pt+2]. Cell line: NCIH520. Synergy scores: synergy=-25.5. (3) Drug 1: NC1(c2ccc(-c3nc4ccn5c(=O)[nH]nc5c4cc3-c3ccccc3)cc2)CCC1. Drug 2: COC1CC2CCC(C)C(O)(O2)C(=O)C(=O)N2CCCCC2C(=O)OC(C(C)CC2CCC(OP(C)(C)=O)C(OC)C2)CC(=O)C(C)C=C(C)C(O)C(OC)C(=O)C(C)CC(C)C=CC=CC=C1C. Cell line: ES2. Synergy scores: synergy=18.3. (4) Drug 1: CCC1=CC2CN(C1)Cc1c([nH]c3ccccc13)C(C(=O)OC)(c1cc3c(cc1OC)N(C)C1C(O)(C(=O)OC)C(OC(C)=O)C4(CC)C=CCN5CCC31C54)C2. Drug 2: O=C(O)C1(Cc2cccc(Nc3nccs3)n2)CCC(Oc2cccc(Cl)c2F)CC1. Cell line: COLO320DM. Synergy scores: synergy=9.44. (5) Drug 1: CC(=O)OC1C(=O)C2(C)C(O)CC3OCC3(OC(C)=O)C2C(OC(=O)c2ccccc2)C2(O)CC(OC(=O)C(O)C(NC(=O)c3ccccc3)c3ccccc3)C(C)=C1C2(C)C. Drug 2: NC1(c2ccc(-c3nc4ccn5c(=O)[nH]nc5c4cc3-c3ccccc3)cc2)CCC1. Cell line: ES2. Synergy scores: synergy=22.2. (6) Drug 1: NC(=O)c1cccc2cn(-c3ccc(C4CCCNC4)cc3)nc12. Drug 2: CC1(c2nc3c(C(N)=O)cccc3[nH]2)CCCN1. Cell line: ES2. Synergy scores: synergy=-6.55. (7) Drug 1: CS(=O)(=O)CCNCc1ccc(-c2ccc3ncnc(Nc4ccc(OCc5cccc(F)c5)c(Cl)c4)c3c2)o1. Drug 2: COC1=C2CC(C)CC(OC)C(O)C(C)C=C(C)C(OC(N)=O)C(OC)C=CC=C(C)C(=O)NC(=CC1=O)C2=O. Cell line: RKO. Synergy scores: synergy=13.6. (8) Synergy scores: synergy=0.443. Drug 2: COC1=C2CC(C)CC(OC)C(O)C(C)C=C(C)C(OC(N)=O)C(OC)C=CC=C(C)C(=O)NC(=CC1=O)C2=O. Drug 1: CN(C)C(=N)N=C(N)N. Cell line: DLD1.